The task is: Binary Classification. Given a T-cell receptor sequence (or CDR3 region) and an epitope sequence, predict whether binding occurs between them.. This data is from TCR-epitope binding with 47,182 pairs between 192 epitopes and 23,139 TCRs. The epitope is FLYNLLTRV. The TCR CDR3 sequence is CASSPSSPYEQYF. Result: 1 (the TCR binds to the epitope).